Predict the product of the given reaction. From a dataset of Forward reaction prediction with 1.9M reactions from USPTO patents (1976-2016). The product is: [OH:14][CH2:13][C:8]1[CH:7]=[C:6]2[C:11]([CH2:12][C:4](=[O:3])[NH:5]2)=[CH:10][CH:9]=1. Given the reactants [BH4-].[Li+].[O:3]=[C:4]1[CH2:12][C:11]2[C:6](=[CH:7][C:8]([C:13](OC)=[O:14])=[CH:9][CH:10]=2)[NH:5]1.O.Cl, predict the reaction product.